From a dataset of Full USPTO retrosynthesis dataset with 1.9M reactions from patents (1976-2016). Predict the reactants needed to synthesize the given product. (1) Given the product [CH3:31][NH:30][C:28]([C:24]1[CH:23]=[C:22]([O:21][C:20]2[CH:19]=[CH:35][C:34]3[N:36]([CH3:37])[C:15]([NH:14][C:10]4[CH:11]=[CH:12][CH:13]=[C:8]([O:1][C:2]5[CH:7]=[CH:6][CH:5]=[CH:4][CH:3]=5)[CH:9]=4)=[N:38][C:33]=3[CH:32]=2)[CH:27]=[CH:26][N:25]=1)=[O:29], predict the reactants needed to synthesize it. The reactants are: [O:1]([C:8]1[CH:9]=[C:10]([N:14]=[C:15]=S)[CH:11]=[CH:12][CH:13]=1)[C:2]1[CH:7]=[CH:6][CH:5]=[CH:4][CH:3]=1.CO[C:19]1[CH:35]=[C:34]([NH:36][CH3:37])[C:33]([N+:38]([O-])=O)=[CH:32][C:20]=1[O:21][C:22]1[CH:27]=[CH:26][N:25]=[C:24]([C:28]([NH:30][CH3:31])=[O:29])[CH:23]=1.CI. (2) Given the product [F:20][C:21]1[CH:26]=[C:25]2[C:24]([C:27](=[O:29])[CH2:28][C:2]3([O:1]2)[CH2:3][CH2:4][N:5]([C:8]([O:10][C:11]([CH3:14])([CH3:13])[CH3:12])=[O:9])[CH2:6][CH2:7]3)=[CH:23][CH:22]=1, predict the reactants needed to synthesize it. The reactants are: [O:1]=[C:2]1[CH2:7][CH2:6][N:5]([C:8]([O:10][C:11]([CH3:14])([CH3:13])[CH3:12])=[O:9])[CH2:4][CH2:3]1.N1CCCC1.[F:20][C:21]1[CH:26]=[CH:25][C:24]([C:27](=[O:29])[CH3:28])=[C:23](O)[CH:22]=1.